Regression. Given a peptide amino acid sequence and an MHC pseudo amino acid sequence, predict their binding affinity value. This is MHC class I binding data. From a dataset of Peptide-MHC class I binding affinity with 185,985 pairs from IEDB/IMGT. (1) The peptide sequence is YTVKEPNL. The MHC is H-2-Db with pseudo-sequence H-2-Db. The binding affinity (normalized) is 0.223. (2) The peptide sequence is LGGGVSIEW. The MHC is HLA-B57:03 with pseudo-sequence HLA-B57:03. The binding affinity (normalized) is 0.602.